Dataset: Experimentally validated miRNA-target interactions with 360,000+ pairs, plus equal number of negative samples. Task: Binary Classification. Given a miRNA mature sequence and a target amino acid sequence, predict their likelihood of interaction. (1) The miRNA is hsa-miR-548s with sequence AUGGCCAAAACUGCAGUUAUUUU. The protein sequence of the target gene is MRLEELKRLQNPLEQVDDGKYLLENHQLAMDVENNIENYPLSLQPLESKVKIIQRAWREYLQRQDPLEKRSPSPPSVSSDKLSSSVSMNTFSDSSTPVSVSRPLAWTVLH. Result: 0 (no interaction). (2) The miRNA is mmu-miR-216c-5p with sequence GAAGAAUCUCUACAGGUAAGUGU. The protein sequence of the target gene is MVLTMASQDVQNFFQPLSSWLSRVYEALQQAGDALSASLVLLSKHDSALSDKPEQDLDAAQIQQTYLEDEEQDHDGSPEEASSLFLEEDHFSLSNSDLQDSVQTASPTLGQQAEDSSSVIPPWPSKIPGAPKPQPVLSSIAEEDHHSERQRCGRQHGSGTLEKVNGRKQVNSFGDDEEPSTSSESDEDVTKQFKISVSRSQSFRSGVSEKGKTTELEQKIKCKRLLCTHQEDSAEGSACEDLDRTSQLSYSEILSYEDRPISILPQSPFESRNVRHHGPCRPEMGMVRSLGRPCADGVLE.... Result: 0 (no interaction).